Dataset: Full USPTO retrosynthesis dataset with 1.9M reactions from patents (1976-2016). Task: Predict the reactants needed to synthesize the given product. (1) Given the product [CH2:21]1[C:22]2[C:17](=[CH:16][CH:15]=[C:14]([O:13][C:11]3[CH:10]=[CH:9][N:8]=[C:7]([NH:6][C:4]([CH:1]4[CH2:2][CH2:3]4)=[O:5])[CH:12]=3)[CH:23]=2)[CH2:18][CH2:19][NH:20]1, predict the reactants needed to synthesize it. The reactants are: [CH:1]1([C:4]([NH:6][C:7]2[CH:12]=[C:11]([O:13][C:14]3[CH:23]=[C:22]4[C:17]([CH2:18][CH2:19][N:20](C(OC(C)(C)C)=O)[CH2:21]4)=[CH:16][CH:15]=3)[CH:10]=[CH:9][N:8]=2)=[O:5])[CH2:3][CH2:2]1. (2) The reactants are: Br[C:2]1[CH:3]=[C:4]2[C:10]([C:11]3[O:15][N:14]=[CH:13][C:12]=3[C:16]3[CH:21]=[CH:20][CH:19]=[C:18]([F:22])[C:17]=3[F:23])=[CH:9][NH:8][C:5]2=[N:6][CH:7]=1.[N:24]1[CH:29]=[C:28](B(O)O)[CH:27]=[N:26][CH:25]=1.C([O-])(O)=O.[Na+].C(P(C(C)(C)C)C(C)(C)C)(C)(C)C. Given the product [F:23][C:17]1[C:18]([F:22])=[CH:19][CH:20]=[CH:21][C:16]=1[C:12]1[CH:13]=[N:14][O:15][C:11]=1[C:10]1[C:4]2[C:5](=[N:6][CH:7]=[C:2]([C:28]3[CH:29]=[N:24][CH:25]=[N:26][CH:27]=3)[CH:3]=2)[NH:8][CH:9]=1, predict the reactants needed to synthesize it.